From a dataset of Forward reaction prediction with 1.9M reactions from USPTO patents (1976-2016). Predict the product of the given reaction. (1) Given the reactants [N:1]1([C:7]2[N:8]=[C:9](CC([O-])=O)[NH:10][C:11](=[O:13])[CH:12]=2)[CH2:6][CH2:5][O:4][CH2:3][CH2:2]1.[Na+].CN1CCC2(C3C(=CC=CC=3)NC2)CC1, predict the reaction product. The product is: [N:1]1([C:7]2[N:8]=[CH:9][NH:10][C:11](=[O:13])[CH:12]=2)[CH2:6][CH2:5][O:4][CH2:3][CH2:2]1. (2) The product is: [C:1]([N:9]1[CH2:14][CH2:13][CH:12]([C:15]([NH:20][NH2:21])=[O:17])[CH2:11][CH2:10]1)(=[O:8])[C:2]1[CH:7]=[CH:6][CH:5]=[CH:4][CH:3]=1. Given the reactants [C:1]([N:9]1[CH2:14][CH2:13][CH:12]([C:15]([O:17]C)=O)[CH2:11][CH2:10]1)(=[O:8])[C:2]1[CH:7]=[CH:6][CH:5]=[CH:4][CH:3]=1.O.[NH2:20][NH2:21].O, predict the reaction product. (3) The product is: [CH2:1]([O:8][C:9]1[CH:14]=[CH:13][N:12]([C:17]2[S:18][C:19]([C:23]([NH:25][CH2:26][C:27]3[CH:32]=[CH:31][C:30]([F:33])=[CH:29][CH:28]=3)=[O:24])=[C:20]([CH3:22])[N:21]=2)[C:11](=[O:15])[CH:10]=1)[C:2]1[CH:3]=[CH:4][CH:5]=[CH:6][CH:7]=1. Given the reactants [CH2:1]([O:8][C:9]1[CH:14]=[CH:13][NH:12][C:11](=[O:15])[CH:10]=1)[C:2]1[CH:7]=[CH:6][CH:5]=[CH:4][CH:3]=1.Br[C:17]1[S:18][C:19]([C:23]([NH:25][CH2:26][C:27]2[CH:32]=[CH:31][C:30]([F:33])=[CH:29][CH:28]=2)=[O:24])=[C:20]([CH3:22])[N:21]=1, predict the reaction product.